Dataset: Full USPTO retrosynthesis dataset with 1.9M reactions from patents (1976-2016). Task: Predict the reactants needed to synthesize the given product. Given the product [Br:16][C:17]1[CH:23]=[CH:22][C:20]([NH:21][C:9](=[O:10])[O:11][C:12]([CH3:13])([CH3:14])[CH3:15])=[CH:19][C:18]=1[CH2:24][N:25]([CH3:27])[CH3:26], predict the reactants needed to synthesize it. The reactants are: [CH3:13][C:12]([O:11][C:9](O[C:9]([O:11][C:12]([CH3:15])([CH3:14])[CH3:13])=[O:10])=[O:10])([CH3:15])[CH3:14].[Br:16][C:17]1[CH:23]=[CH:22][C:20]([NH2:21])=[CH:19][C:18]=1[CH2:24][N:25]([CH3:27])[CH3:26].